This data is from Forward reaction prediction with 1.9M reactions from USPTO patents (1976-2016). The task is: Predict the product of the given reaction. (1) Given the reactants N([O-])=O.[Na+].[N+:5]([C:8]1[CH:13]=[CH:12][C:11](N)=[C:10]([C:15]([F:18])([F:17])[F:16])[CH:9]=1)([O-:7])=[O:6].[S:19](=[O:21])=[O:20].O.[ClH:23], predict the reaction product. The product is: [N+:5]([C:8]1[CH:13]=[CH:12][C:11]([S:19]([Cl:23])(=[O:21])=[O:20])=[C:10]([C:15]([F:18])([F:17])[F:16])[CH:9]=1)([O-:7])=[O:6]. (2) Given the reactants CCN(CCO[C:9]([C:11]1[CH:12]=[CH:13]C(N)=CC=1)=[O:10])CC.C[C@@](O)(CC(SCCNC(CCNC([C@H](O)C(COP(OP(O[CH2:52][C@H:53]1[O:57][C@@H:56]([N:58]2[C:62]3[N:63]=[CH:64][N:65]=[C:66]([NH2:67])[C:61]=3[N:60]=[CH:59]2)[C@H:55]([OH:68])[C@@H:54]1[O:69][P:70]([OH:73])([OH:72])=[O:71])(O)=O)(O)=O)(C)C)=O)=O)=O)CC(O)=O, predict the reaction product. The product is: [CH3:13][CH2:12][CH2:11][C:9]([NH:67][C:66]1[C:61]2[N:60]=[CH:59][N:58]([C@@H:56]3[O:57][C@@H:53]4[CH2:52][O:72][P:70]([OH:73])([O:69][C@H:54]4[C@H:55]3[O:68][C:9]([CH2:11][CH2:12][CH3:13])=[O:10])=[O:71])[C:62]=2[N:63]=[CH:64][N:65]=1)=[O:10]. (3) Given the reactants [N+:1]([C:4]1[CH:5]=[CH:6][C:7]2[S:11][CH:10]=[N:9][C:8]=2[CH:12]=1)([O-])=O.CC(O)=O, predict the reaction product. The product is: [S:11]1[C:7]2[CH:6]=[CH:5][C:4]([NH2:1])=[CH:12][C:8]=2[N:9]=[CH:10]1. (4) Given the reactants [CH2:1]1[O:3][CH2:2]1.[CH2:4]1O[CH:5]1[CH3:6].[CH2:8](O)C.[CH2:11]([O:13][Si](OCC)(OCC)OCC)C, predict the reaction product. The product is: [C:1]1([OH:3])[CH:2]=[CH:8][CH:4]=[CH:5][CH:6]=1.[CH2:11]=[O:13].